The task is: Predict the reaction yield, written as a fraction of the theoretical maximum amount of product (1.0 means a 100% yield; for example, 0.34 means a 34% yield).. This data is from Reaction yield outcomes from USPTO patents with 853,638 reactions. The reactants are [CH2:1]([C:3]1[N:7]2[N:8]=[C:9]3[C:22](=[O:23])[CH2:21][S:20](=[O:25])(=[O:24])[C:10]3=[C:11]([C:12]3[CH:13]=[C:14]([CH:17]=[CH:18][CH:19]=3)[C:15]#[N:16])[C:6]2=[CH:5][CH:4]=1)[CH3:2]. The catalyst is O1CCCC1. The product is [CH2:1]([C:3]1[N:7]2[N:8]=[C:9]3[CH:22]([OH:23])[CH2:21][S:20](=[O:24])(=[O:25])[C:10]3=[C:11]([C:12]3[CH:13]=[C:14]([CH:17]=[CH:18][CH:19]=3)[C:15]#[N:16])[C:6]2=[CH:5][CH:4]=1)[CH3:2]. The yield is 0.998.